From a dataset of Full USPTO retrosynthesis dataset with 1.9M reactions from patents (1976-2016). Predict the reactants needed to synthesize the given product. (1) Given the product [CH2:36]([C:26]1[N:25]([CH2:24][C:20]2[CH:19]=[C:18]([CH:23]=[CH:22][CH:21]=2)[C:16]([C:13]2[CH:12]=[CH:11][C:10]([CH2:9][O:8][Si:1]([C:4]([CH3:6])([CH3:7])[CH3:5])([CH3:2])[CH3:3])=[CH:15][CH:14]=2)=[O:17])[C:29]2=[N:30][C:31]([CH3:35])=[CH:32][C:33]([CH3:34])=[C:28]2[N:27]=1)[CH3:37], predict the reactants needed to synthesize it. The reactants are: [Si:1]([O:8][CH2:9][C:10]1[CH:15]=[CH:14][C:13]([CH:16]([C:18]2[CH:23]=[CH:22][CH:21]=[C:20]([CH2:24][N:25]3[C:29]4=[N:30][C:31]([CH3:35])=[CH:32][C:33]([CH3:34])=[C:28]4[N:27]=[C:26]3[CH2:36][CH3:37])[CH:19]=2)[OH:17])=[CH:12][CH:11]=1)([C:4]([CH3:7])([CH3:6])[CH3:5])([CH3:3])[CH3:2]. (2) Given the product [Br:1][C:2]1[CH:3]=[C:4]2[C:10]([NH:11][C:12]([C:14]3[CH:15]=[N:16][N:17]([CH2:19][C:20]4[CH:25]=[CH:24][CH:23]=[CH:22][CH:21]=4)[CH:18]=3)=[O:13])=[CH:9][N:8]([S:28]([C:31]3[CH:37]=[CH:36][C:34]([CH3:35])=[CH:33][CH:32]=3)(=[O:30])=[O:29])[C:5]2=[N:6][CH:7]=1, predict the reactants needed to synthesize it. The reactants are: [Br:1][C:2]1[CH:3]=[C:4]2[C:10]([NH:11][C:12]([C:14]3[CH:15]=[N:16][N:17]([CH2:19][C:20]4[CH:25]=[CH:24][CH:23]=[CH:22][CH:21]=4)[CH:18]=3)=[O:13])=[CH:9][NH:8][C:5]2=[N:6][CH:7]=1.[OH-].[Na+].[S:28](Cl)([C:31]1[CH:37]=[CH:36][C:34]([CH3:35])=[CH:33][CH:32]=1)(=[O:30])=[O:29]. (3) The reactants are: BrC1C([N:8](COC)[S:9]([C:12]2[CH:17]=[CH:16][C:15]([O:18][CH:19]([CH3:21])[CH3:20])=[CH:14][CH:13]=2)(=[O:11])=[O:10])=CC(Cl)=CN=1.CON(C)[C:29](=[O:37])[C:30]1[CH:35]=[CH:34][CH:33]=[N:32][C:31]=1[CH3:36].[ClH:39].O1[CH2:45][CH2:44]OCC1. Given the product [Cl:39][C:30]1[CH:29]=[C:44]([C:17]2[CH:16]=[C:15]([O:18][CH:19]([CH3:20])[CH3:21])[CH:14]=[CH:13][C:12]=2[S:9]([NH2:8])(=[O:10])=[O:11])[C:45]([C:29]([C:30]2[C:31]([CH3:36])=[N:32][CH:33]=[CH:34][CH:35]=2)=[O:37])=[N:32][CH:31]=1, predict the reactants needed to synthesize it. (4) Given the product [C:25]1([CH3:52])[CH:30]=[CH:29][C:28]([C:31]([C@:33]([C:49]([OH:51])=[O:50])([OH:48])[C@:34]([C:39]([C:41]2[CH:42]=[CH:43][C:44]([CH3:47])=[CH:45][CH:46]=2)=[O:40])([OH:38])[C:35]([OH:37])=[O:36])=[O:32])=[CH:27][CH:26]=1.[CH3:1][CH:2]([CH3:18])[CH2:3][C@H:4]([NH2:17])[C:5]1[CH:10]=[CH:9][CH:8]=[CH:7][C:6]=1[N:11]1[CH2:16][CH2:15][CH2:14][CH2:13][CH2:12]1, predict the reactants needed to synthesize it. The reactants are: [CH3:1][CH:2]([CH3:18])[CH2:3][CH:4]([NH2:17])[C:5]1[CH:10]=[CH:9][CH:8]=[CH:7][C:6]=1[N:11]1[CH2:16][CH2:15][CH2:14][CH2:13][CH2:12]1.C(OCC)(=O)C.[C:25]1([CH3:52])[CH:30]=[CH:29][C:28]([C:31]([C@:33]([C:49]([OH:51])=[O:50])([OH:48])[C@:34]([C:39]([C:41]2[CH:46]=[CH:45][C:44]([CH3:47])=[CH:43][CH:42]=2)=[O:40])([OH:38])[C:35]([OH:37])=[O:36])=[O:32])=[CH:27][CH:26]=1. (5) Given the product [CH3:14][S:12]([C:15]1[CH:16]=[CH:17][C:18]([CH2:19][N:20]2[C:28](=[O:29])[C:27]3[C:22](=[CH:23][CH:24]=[CH:25][CH:26]=3)[C:21]2=[O:30])=[CH:31][CH:32]=1)(=[NH:11])=[O:13], predict the reactants needed to synthesize it. The reactants are: C(=O)([O-])[O-].[K+].[K+].FC(F)(F)C([N:11]=[S:12]([C:15]1[CH:32]=[CH:31][C:18]([CH2:19][N:20]2[C:28](=[O:29])[C:27]3[C:22](=[CH:23][CH:24]=[CH:25][CH:26]=3)[C:21]2=[O:30])=[CH:17][CH:16]=1)([CH3:14])=[O:13])=O. (6) Given the product [O:1]1[CH:5]([CH2:6][NH:7][C:26](=[O:27])[O:28][CH2:29][C:30]2[CH:35]=[CH:34][CH:33]=[CH:32][CH:31]=2)[CH2:4][C:3]2[CH:8]=[CH:9][C:10]3[CH2:11][CH2:12][CH2:13][CH2:14][C:15]=3[C:2]1=2, predict the reactants needed to synthesize it. The reactants are: [O:1]1[CH:5]([CH2:6][NH2:7])[CH2:4][C:3]2[CH:8]=[CH:9][C:10]3[CH2:11][CH2:12][CH2:13][CH2:14][C:15]=3[C:2]1=2.C(N(C(C)C)CC)(C)C.Cl[C:26]([O:28][CH2:29][C:30]1[CH:35]=[CH:34][CH:33]=[CH:32][CH:31]=1)=[O:27].O1C(CNC(=O)OCC2C=CC=CC=2)CC2C=CC3CCCC=3C1=2. (7) Given the product [Cl:25][C:4]1[CH:3]=[C:2]([C:32]2[CH:33]=[C:34]3[C:29]([CH:28]=[CH:27][NH:26]3)=[CH:30][CH:31]=2)[CH:7]=[CH:6][C:5]=1[C:8]1[N:9]([CH2:14][C@@H:15]2[CH2:19][CH2:18][N:17]([C:20]([CH:22]3[CH2:24][CH2:23]3)=[O:21])[CH2:16]2)[C:10](=[O:13])[NH:11][N:12]=1, predict the reactants needed to synthesize it. The reactants are: Br[C:2]1[CH:7]=[CH:6][C:5]([C:8]2[N:9]([CH2:14][C@@H:15]3[CH2:19][CH2:18][N:17]([C:20]([CH:22]4[CH2:24][CH2:23]4)=[O:21])[CH2:16]3)[C:10](=[O:13])[NH:11][N:12]=2)=[C:4]([Cl:25])[CH:3]=1.[NH:26]1[C:34]2[C:29](=[CH:30][CH:31]=[C:32](B(O)O)[CH:33]=2)[CH:28]=[CH:27]1.C([O-])([O-])=O.[K+].[K+].O1CCOCC1.